From a dataset of Reaction yield outcomes from USPTO patents with 853,638 reactions. Predict the reaction yield, written as a fraction of the theoretical maximum amount of product (1.0 means a 100% yield; for example, 0.34 means a 34% yield). The reactants are C([N:4]1[C:12]2[C:7](=[CH:8][CH:9]=[C:10]([NH:13][C:14]([C:16]3[C:25](=[O:26])[C:24]4[C:19](=[CH:20][CH:21]=[CH:22][CH:23]=4)[NH:18][CH:17]=3)=[O:15])[CH:11]=2)[CH2:6][CH2:5]1)(=O)C.[OH-].[Na+]. The catalyst is C(O)C. The product is [NH:4]1[C:12]2[C:7](=[CH:8][CH:9]=[C:10]([NH:13][C:14]([C:16]3[C:25](=[O:26])[C:24]4[C:19](=[CH:20][CH:21]=[CH:22][CH:23]=4)[NH:18][CH:17]=3)=[O:15])[CH:11]=2)[CH2:6][CH2:5]1. The yield is 0.200.